Task: Predict the product of the given reaction.. Dataset: Forward reaction prediction with 1.9M reactions from USPTO patents (1976-2016) (1) Given the reactants Br[C:2]1[CH:9]=[C:8]([CH3:10])[CH:7]=[CH:6][C:3]=1[C:4]#[N:5].[NH:11]1[CH2:16][CH2:15][NH:14][CH2:13][CH2:12]1, predict the reaction product. The product is: [C:4]([C:3]1[CH:6]=[CH:7][C:8]([CH3:10])=[CH:9][C:2]=1[N:11]1[CH2:16][CH2:15][NH:14][CH2:13][CH2:12]1)#[N:5]. (2) Given the reactants Br[C:2]1[C:10]2[S:9][C:8]3[C:11]([Si:15]([CH3:18])([CH3:17])[CH3:16])=[CH:12][CH:13]=[CH:14][C:7]=3[C:6]=2[CH:5]=[CH:4][CH:3]=1.[NH3:19], predict the reaction product. The product is: [CH3:16][Si:15]([CH3:18])([CH3:17])[C:11]1[C:8]2[S:9][C:10]3[C:2]([NH2:19])=[CH:3][CH:4]=[CH:5][C:6]=3[C:7]=2[CH:14]=[CH:13][CH:12]=1. (3) Given the reactants [Cl-].C[Zn+].[Cl:4][C:5]1[CH:13]=[C:12]([F:14])[C:11]([N+:15]([O-:17])=[O:16])=[CH:10][C:6]=1[C:7](Cl)=[O:8].Cl.[CH2:19](Cl)Cl, predict the reaction product. The product is: [Cl:4][C:5]1[CH:13]=[C:12]([F:14])[C:11]([N+:15]([O-:17])=[O:16])=[CH:10][C:6]=1[C:7](=[O:8])[CH3:19]. (4) Given the reactants [F:1][C:2]1[C:3]([C:20]2[CH:25]=[CH:24][CH:23]=[C:22]([O:26][C:27]3[S:28][CH:29]=[CH:30][N:31]=3)[CH:21]=2)=[CH:4][C:5](=[O:19])[N:6]([CH2:8][CH2:9][C@@:10]([CH3:18])([S:14]([CH3:17])(=[O:16])=[O:15])[C:11]([OH:13])=O)[CH:7]=1.FC1C(C2C=CC(N3N=CC=N3)=CC=2)=CC(=O)N(CC[C@@](C)(S(C)(=O)=O)C([NH:44][O:45][CH:46]2[CH2:51][CH2:50][CH2:49][CH2:48][O:47]2)=O)C=1, predict the reaction product. The product is: [F:1][C:2]1[C:3]([C:20]2[CH:25]=[CH:24][CH:23]=[C:22]([O:26][C:27]3[S:28][CH:29]=[CH:30][N:31]=3)[CH:21]=2)=[CH:4][C:5](=[O:19])[N:6]([CH2:8][CH2:9][C@@:10]([CH3:18])([S:14]([CH3:17])(=[O:16])=[O:15])[C:11]([NH:44][O:45][CH:46]2[CH2:51][CH2:50][CH2:49][CH2:48][O:47]2)=[O:13])[CH:7]=1.